This data is from Reaction yield outcomes from USPTO patents with 853,638 reactions. The task is: Predict the reaction yield, written as a fraction of the theoretical maximum amount of product (1.0 means a 100% yield; for example, 0.34 means a 34% yield). (1) The reactants are [CH3:1][C:2]1[CH:7]=[CH:6][C:5]([S:8]([O:11][CH2:12][CH:13]2[CH2:17][C:16]3[CH:18]=[C:19]([Cl:23])[CH:20]=[C:21]([OH:22])[C:15]=3[O:14]2)(=[O:10])=[O:9])=[CH:4][CH:3]=1.[F:24][C:25]([F:38])([F:37])[S:26](O[S:26]([C:25]([F:38])([F:37])[F:24])(=[O:28])=[O:27])(=[O:28])=[O:27].C(N(C(C)C)CC)(C)C.CC1C=CC(S(OCC2CC3C=CC(C4C=CC=CC=4)=CC=3O2)(=O)=O)=CC=1. No catalyst specified. The product is [CH3:1][C:2]1[CH:7]=[CH:6][C:5]([S:8]([O:11][CH2:12][CH:13]2[CH2:17][C:16]3[CH:18]=[C:19]([Cl:23])[CH:20]=[C:21]([O:22][S:26]([C:25]([F:38])([F:37])[F:24])(=[O:28])=[O:27])[C:15]=3[O:14]2)(=[O:9])=[O:10])=[CH:4][CH:3]=1. The yield is 0.990. (2) The reactants are [CH3:1][C:2]1[CH:7]=[N+:6]([O-])[C:5]([C:9]([OH:11])=[O:10])=[CH:4][CH:3]=1.P(Cl)(Cl)([Cl:14])=O. No catalyst specified. The product is [Cl:14][C:7]1[N:6]=[C:5]([C:9]([OH:11])=[O:10])[CH:4]=[CH:3][C:2]=1[CH3:1]. The yield is 0.843. (3) The reactants are CC(C)([O-])C.[K+].[CH3:7][O:8][C:9]1[CH:14]=[CH:13][C:12]([SH:15])=[CH:11][C:10]=1[CH:16]([CH3:18])[CH3:17].[CH3:19][C:20]1[CH:21]=[C:22]([O:28][CH3:29])[CH:23]=[C:24]([CH3:27])[C:25]=1I.C(OCC)(=O)C. The catalyst is C1(C)C=CC=CC=1.[I].[Cu]. The product is [CH3:19][C:20]1[CH:21]=[C:22]([O:28][CH3:29])[CH:23]=[C:24]([CH3:27])[C:25]=1[S:15][C:12]1[CH:13]=[CH:14][C:9]([O:8][CH3:7])=[C:10]([CH:16]([CH3:18])[CH3:17])[CH:11]=1. The yield is 0.490. (4) The reactants are [Cl:1][C:2]1[CH:35]=[CH:34][C:5]([CH2:6][N:7]2[C:12](SCC)=[N:11][C:10](=[O:16])[N:9]([CH2:17][CH2:18][C@H:19]([NH:25][C:26]([O:28][C:29]([CH3:32])([CH3:31])[CH3:30])=[O:27])[C:20]([O:22][CH2:23][CH3:24])=[O:21])[C:8]2=[O:33])=[CH:4][CH:3]=1.[CH3:36][C:37]1[CH:38]=[C:39]([CH:41]=[CH:42][C:43]=1[O:44][CH:45]([CH3:47])[CH3:46])[NH2:40].C(O)(=O)C.C(=O)(O)[O-].[Na+]. The catalyst is C(O)(C)(C)C. The product is [Cl:1][C:2]1[CH:3]=[CH:4][C:5]([CH2:6][N:7]2[C:12](=[N:40][C:39]3[CH:41]=[CH:42][C:43]([O:44][CH:45]([CH3:46])[CH3:47])=[C:37]([CH3:36])[CH:38]=3)[NH:11][C:10](=[O:16])[N:9]([CH2:17][CH2:18][C@H:19]([NH:25][C:26]([O:28][C:29]([CH3:31])([CH3:30])[CH3:32])=[O:27])[C:20]([O:22][CH2:23][CH3:24])=[O:21])[C:8]2=[O:33])=[CH:34][CH:35]=1. The yield is 0.920. (5) The reactants are C1(O[C:8](=[O:32])[NH:9][C:10]2[CH:15]=[CH:14][C:13]([O:16][C:17]3[C:26]4[C:21](=[CH:22][C:23]([O:29][CH3:30])=[C:24]([O:27][CH3:28])[CH:25]=4)[N:20]=[CH:19][CH:18]=3)=[CH:12][C:11]=2[F:31])C=CC=CC=1.[NH2:33][C:34]1[S:35][CH:36]=[CH:37][N:38]=1.C(OCC)(=O)C.O. The catalyst is CS(C)=O.CO. The product is [CH3:28][O:27][C:24]1[CH:25]=[C:26]2[C:21](=[CH:22][C:23]=1[O:29][CH3:30])[N:20]=[CH:19][CH:18]=[C:17]2[O:16][C:13]1[CH:14]=[CH:15][C:10]([NH:9][C:8]([NH:33][C:34]2[S:35][CH:36]=[CH:37][N:38]=2)=[O:32])=[C:11]([F:31])[CH:12]=1. The yield is 0.860. (6) The reactants are [CH2:1]([C:7]1[CH:8]=[C:9]([C:13]2[N:14]([CH3:20])[C:15](I)=[C:16]([I:18])[N:17]=2)[CH:10]=[CH:11][CH:12]=1)[CH2:2][CH2:3][CH2:4][CH2:5][CH3:6].C([Li])CCC.[C:26](=[O:28])=[O:27]. The catalyst is C1COCC1. The product is [CH2:1]([C:7]1[CH:8]=[C:9]([C:13]2[N:14]([CH3:20])[C:15]([C:26]([OH:28])=[O:27])=[C:16]([I:18])[N:17]=2)[CH:10]=[CH:11][CH:12]=1)[CH2:2][CH2:3][CH2:4][CH2:5][CH3:6]. The yield is 0.490.